From a dataset of Forward reaction prediction with 1.9M reactions from USPTO patents (1976-2016). Predict the product of the given reaction. (1) Given the reactants [C:1]([NH:4][C:5]1[CH:45]=[CH:44][C:8]([CH2:9][C:10]2[N:18]([CH2:19][O:20][C:21](=[O:26])[C:22]([CH3:25])([CH3:24])[CH3:23])[C:17]3[C:16](=[O:27])[N:15]([CH2:28][C:29]4[CH:34]=[C:33]([N+:35]([O-])=O)[CH:32]=[CH:31][C:30]=4[F:38])[C:14](=[O:39])[N:13]([CH2:40][CH2:41][CH2:42][CH3:43])[C:12]=3[N:11]=2)=[CH:7][CH:6]=1)(=[O:3])[CH3:2].[H][H], predict the reaction product. The product is: [C:1]([NH:4][C:5]1[CH:45]=[CH:44][C:8]([CH2:9][C:10]2[N:18]([CH2:19][O:20][C:21](=[O:26])[C:22]([CH3:25])([CH3:24])[CH3:23])[C:17]3[C:16](=[O:27])[N:15]([CH2:28][C:29]4[CH:34]=[C:33]([NH2:35])[CH:32]=[CH:31][C:30]=4[F:38])[C:14](=[O:39])[N:13]([CH2:40][CH2:41][CH2:42][CH3:43])[C:12]=3[N:11]=2)=[CH:7][CH:6]=1)(=[O:3])[CH3:2]. (2) Given the reactants O[CH2:2][CH2:3][N:4]([C:9]1[CH:10]=[C:11]([CH:16]=[CH:17][C:18]=1[O:19][CH3:20])[C:12]([O:14][CH3:15])=[O:13])[S:5]([CH3:8])(=[O:7])=[O:6].C1(P(C2C=CC=CC=2)C2C=CC=CC=2)C=CC=CC=1.C(Br)(Br)(Br)[Br:41], predict the reaction product. The product is: [Br:41][CH2:2][CH2:3][N:4]([C:9]1[CH:10]=[C:11]([CH:16]=[CH:17][C:18]=1[O:19][CH3:20])[C:12]([O:14][CH3:15])=[O:13])[S:5]([CH3:8])(=[O:7])=[O:6].